Dataset: Peptide-MHC class I binding affinity with 185,985 pairs from IEDB/IMGT. Task: Regression. Given a peptide amino acid sequence and an MHC pseudo amino acid sequence, predict their binding affinity value. This is MHC class I binding data. The peptide sequence is NQAFRNIVNML. The MHC is HLA-C06:02 with pseudo-sequence HLA-C06:02. The binding affinity (normalized) is 0.513.